Predict the reactants needed to synthesize the given product. From a dataset of Full USPTO retrosynthesis dataset with 1.9M reactions from patents (1976-2016). Given the product [F:18][C:19]([F:32])([F:33])[C:20]1[CH:21]=[C:22]([CH:23]=[C:24]([C:26]([F:29])([F:27])[F:28])[CH:25]=1)[CH2:30][NH:31][C:14]([C:11]1([CH3:17])[CH2:10][CH2:9][N:8]([C:6]([O:5][C:1]([CH3:2])([CH3:3])[CH3:4])=[O:7])[CH2:13][CH2:12]1)=[O:16], predict the reactants needed to synthesize it. The reactants are: [C:1]([O:5][C:6]([N:8]1[CH2:13][CH2:12][C:11]([CH3:17])([C:14]([OH:16])=O)[CH2:10][CH2:9]1)=[O:7])([CH3:4])([CH3:3])[CH3:2].[F:18][C:19]([F:33])([F:32])[C:20]1[CH:21]=[C:22]([CH2:30][NH2:31])[CH:23]=[C:24]([C:26]([F:29])([F:28])[F:27])[CH:25]=1.CCN=C=NCCCN(C)C.C1C=CC2N(O)N=NC=2C=1.CCN(C(C)C)C(C)C.